Dataset: Catalyst prediction with 721,799 reactions and 888 catalyst types from USPTO. Task: Predict which catalyst facilitates the given reaction. (1) Reactant: [CH3:1][C:2]1[CH:11]=[CH:10][C:9]2[C:4](=[CH:5][CH:6]=[CH:7][C:8]=2[N:12]2[CH2:17][CH2:16][N:15]([CH2:18][CH2:19][C:20]3[C:29]4[O:28][CH2:27][C:26]5=[C:30]([C:33](=O)[CH3:34])[N:31]=[CH:32][N:25]5[C:24]=4[CH:23]=[CH:22][CH:21]=3)[CH2:14][CH2:13]2)[N:3]=1.N1C=CC=CC=1.[ClH:42].[O:43]([NH2:45])[CH3:44]. Product: [ClH:42].[ClH:42].[CH3:44][O:43][N:45]=[C:33]([C:30]1[N:31]=[CH:32][N:25]2[C:24]3[CH:23]=[CH:22][CH:21]=[C:20]([CH2:19][CH2:18][N:15]4[CH2:16][CH2:17][N:12]([C:8]5[CH:7]=[CH:6][CH:5]=[C:4]6[C:9]=5[CH:10]=[CH:11][C:2]([CH3:1])=[N:3]6)[CH2:13][CH2:14]4)[C:29]=3[O:28][CH2:27][C:26]=12)[CH3:34]. The catalyst class is: 8. (2) Reactant: [CH3:1][C:2]1[N:3]=[C:4]([C:8]2[C:9](=[O:34])[NH:10][C:11](=[O:33])[N:12]([CH2:14][CH2:15][CH2:16][N:17]3[CH2:22][C@H:21]4[C@:19]([C:23]5[CH:28]=[CH:27][C:26]([C:29]([F:32])([F:31])[F:30])=[CH:25][CH:24]=5)([CH2:20]4)[CH2:18]3)[CH:13]=2)[S:5][C:6]=1[CH3:7].[ClH:35]. Product: [ClH:35].[CH3:1][C:2]1[N:3]=[C:4]([C:8]2[C:9](=[O:34])[NH:10][C:11](=[O:33])[N:12]([CH2:14][CH2:15][CH2:16][N:17]3[CH2:22][C@H:21]4[C@:19]([C:23]5[CH:28]=[CH:27][C:26]([C:29]([F:30])([F:32])[F:31])=[CH:25][CH:24]=5)([CH2:20]4)[CH2:18]3)[CH:13]=2)[S:5][C:6]=1[CH3:7]. The catalyst class is: 27. (3) Reactant: [CH3:1][N:2]1[C:11]2[C:6](=[CH:7][C:8]([F:15])=[C:9]([F:14])[C:10]=2[O:12][CH3:13])[C:5](=[O:16])[C:4]([C:17]([O:19][CH2:20][CH3:21])=[O:18])=[CH:3]1.[N+:22]([O-])([O-:24])=[O:23].[K+]. Product: [CH3:1][N:2]1[C:11]2[C:6](=[C:7]([N+:22]([O-:24])=[O:23])[C:8]([F:15])=[C:9]([F:14])[C:10]=2[O:12][CH3:13])[C:5](=[O:16])[C:4]([C:17]([O:19][CH2:20][CH3:21])=[O:18])=[CH:3]1. The catalyst class is: 82. (4) Reactant: [O:1]([C:8]1[CH:9]=[C:10]([CH:26]=[CH:27][CH:28]=1)[CH2:11][N:12]1[CH2:17][CH2:16][CH:15]([NH:18][C:19]2[C:20]([NH2:25])=[CH:21][CH:22]=[CH:23][CH:24]=2)[CH2:14][CH2:13]1)[C:2]1[CH:7]=[CH:6][CH:5]=[CH:4][CH:3]=1.O.[N:30]#[C:31]Br. Product: [O:1]([C:8]1[CH:9]=[C:10]([CH:26]=[CH:27][CH:28]=1)[CH2:11][N:12]1[CH2:17][CH2:16][CH:15]([N:18]2[C:19]3[CH:24]=[CH:23][CH:22]=[CH:21][C:20]=3[N:25]=[C:31]2[NH2:30])[CH2:14][CH2:13]1)[C:2]1[CH:3]=[CH:4][CH:5]=[CH:6][CH:7]=1. The catalyst class is: 5. (5) Reactant: [C:1]([O:5][C:6]([NH:8][C@H:9]([C:29]([O:31]C)=[O:30])[CH2:10][C:11]1[CH:28]=[CH:27][C:14]([O:15][CH2:16][C:17]2[CH:26]=[CH:25][C:20]([C:21]([O:23][CH3:24])=[O:22])=[CH:19][CH:18]=2)=[CH:13][CH:12]=1)=[O:7])([CH3:4])([CH3:3])[CH3:2].[Li+].[OH-].Cl. Product: [C:1]([O:5][C:6]([NH:8][C@@H:9]([CH2:10][C:11]1[CH:28]=[CH:27][C:14]([O:15][CH2:16][C:17]2[CH:18]=[CH:19][C:20]([C:21]([O:23][CH3:24])=[O:22])=[CH:25][CH:26]=2)=[CH:13][CH:12]=1)[C:29]([OH:31])=[O:30])=[O:7])([CH3:3])([CH3:4])[CH3:2]. The catalyst class is: 36.